This data is from Full USPTO retrosynthesis dataset with 1.9M reactions from patents (1976-2016). The task is: Predict the reactants needed to synthesize the given product. (1) Given the product [C:18]([C:22]1[CH:27]=[CH:26][C:25]([S:28]([NH:1][C:2]2[CH:7]=[CH:6][C:5]([Cl:8])=[CH:4][C:3]=2[C:9]([C:11]2[CH:12]=[N:13][C:14]([CH3:17])=[CH:15][CH:16]=2)=[O:10])(=[O:30])=[O:29])=[CH:24][CH:23]=1)([CH3:21])([CH3:19])[CH3:20], predict the reactants needed to synthesize it. The reactants are: [NH2:1][C:2]1[CH:7]=[CH:6][C:5]([Cl:8])=[CH:4][C:3]=1[C:9]([C:11]1[CH:12]=[N:13][C:14]([CH3:17])=[CH:15][CH:16]=1)=[O:10].[C:18]([C:22]1[CH:27]=[CH:26][C:25]([S:28](Cl)(=[O:30])=[O:29])=[CH:24][CH:23]=1)([CH3:21])([CH3:20])[CH3:19]. (2) Given the product [CH3:1][N:2]1[C@H:11]2[CH2:12][C:13]3[CH:18]=[CH:17][C:16]([O:19][CH3:20])=[CH:15][C:14]=3[C@:5]3([C@@H:10]2[CH2:9][CH2:8][CH2:7][CH2:6]3)[CH2:4][CH2:3]1, predict the reactants needed to synthesize it. The reactants are: [CH3:1][N:2]1[C@H:11]2[CH2:12][C:13]3[CH:18]=[CH:17][C:16]([O:19][CH3:20])=[CH:15][C:14]=3[C@:5]3([C@@H:10]2[CH2:9][CH2:8][CH2:7][CH2:6]3)[CH2:4][CH2:3]1.Br.Cl. (3) Given the product [C:1]([C:3]([CH3:5])([CH3:4])[C:6]1[CH:14]=[C:13]([CH3:15])[C:9]([C:10]([NH2:19])=[O:11])=[C:8]([F:16])[CH:7]=1)#[N:2], predict the reactants needed to synthesize it. The reactants are: [C:1]([C:3]([C:6]1[CH:14]=[C:13]([CH3:15])[C:9]([C:10](O)=[O:11])=[C:8]([F:16])[CH:7]=1)([CH3:5])[CH3:4])#[N:2].C(N1C=CN=C1)([N:19]1C=CN=C1)=O.[OH-].[NH4+]. (4) Given the product [C:1]([O:6][CH2:7][CH:8]1[O:17][CH2:9]1)(=[O:5])[C:2]([CH3:4])=[CH2:3], predict the reactants needed to synthesize it. The reactants are: [C:1]([O:6][CH:7]1CCC[CH2:9][CH2:8]1)(=[O:5])[C:2]([CH3:4])=[CH2:3].C(OC)(=[O:17])C(C)=C.C(O)(=O)C(C)=C.COCC(O)C.